This data is from Catalyst prediction with 721,799 reactions and 888 catalyst types from USPTO. The task is: Predict which catalyst facilitates the given reaction. (1) Reactant: [Cl:1][C:2]1[CH:14]=[C:13]2[C:5]([C:6]3[CH2:7][CH2:8][CH2:9][C:10]([C:30]([F:33])([F:32])[F:31])([O:25][Si](C)(C)C)[C:11]=3[N:12]2S(C2C=CC(C)=CC=2)(=O)=O)=[CH:4][C:3]=1[F:34].[OH-].[K+].CCO. Product: [Cl:1][C:2]1[CH:14]=[C:13]2[C:5]([C:6]3[CH2:7][CH2:8][CH2:9][C:10]([C:30]([F:33])([F:31])[F:32])([OH:25])[C:11]=3[NH:12]2)=[CH:4][C:3]=1[F:34]. The catalyst class is: 20. (2) Reactant: [CH3:1][O:2][C:3]1[CH:8]=[CH:7][C:6]([C:9]([C:48]2[CH:53]=[CH:52][C:51]([O:54][CH3:55])=[CH:50][CH:49]=2)([C:42]2[CH:47]=[CH:46][CH:45]=[CH:44][CH:43]=2)[NH:10][C:11]2[CH2:12][O:13][CH2:14][C:15]([F:41])([F:40])[C@:16]([C:19]3[CH:24]=[C:23]([N:25]=C(C4C=CC=CC=4)C4C=CC=CC=4)[CH:22]=[CH:21][C:20]=3[F:39])([CH3:18])[N:17]=2)=[CH:5][CH:4]=1.Cl. Product: [NH2:25][C:23]1[CH:22]=[CH:21][C:20]([F:39])=[C:19]([C@:16]2([CH3:18])[C:15]([F:41])([F:40])[CH2:14][O:13][CH2:12][C:11]([NH:10][C:9]([C:48]3[CH:49]=[CH:50][C:51]([O:54][CH3:55])=[CH:52][CH:53]=3)([C:6]3[CH:7]=[CH:8][C:3]([O:2][CH3:1])=[CH:4][CH:5]=3)[C:42]3[CH:43]=[CH:44][CH:45]=[CH:46][CH:47]=3)=[N:17]2)[CH:24]=1. The catalyst class is: 12. (3) Reactant: F[C:2]1[CH:9]=[CH:8][C:5]([C:6]#[N:7])=[CH:4][CH:3]=1.C1([S:16]([O-:18])=[O:17])C=CC=CC=1.[Na+]. Product: [S:16](=[C:2]1[CH:9]=[CH:8][C:5]([C:6]#[N:7])=[CH:4][CH2:3]1)(=[O:18])=[O:17]. The catalyst class is: 16.